Dataset: Catalyst prediction with 721,799 reactions and 888 catalyst types from USPTO. Task: Predict which catalyst facilitates the given reaction. (1) Reactant: [Cl:1][C:2]1[CH:3]=[C:4]([NH:9][CH2:10][C:11]2[CH:16]=[CH:15][C:14]([C:17]([F:20])([F:19])[F:18])=[CH:13][C:12]=2[C:21]2[CH:22]=[CH:23][C:24]([C:27]([NH:29][CH2:30][CH2:31][C:32]([O:34]CC)=[O:33])=[O:28])=[N:25][CH:26]=2)[CH:5]=[CH:6][C:7]=1I.[F:37][C:38]1[CH:43]=[CH:42][C:41](B(O)O)=[CH:40][C:39]=1[C:47]([F:50])([F:49])[F:48].C([O-])([O-])=O.[K+].[K+].O. Product: [Cl:1][C:2]1[CH:3]=[C:4]([NH:9][CH2:10][C:11]2[CH:16]=[CH:15][C:14]([C:17]([F:20])([F:18])[F:19])=[CH:13][C:12]=2[C:21]2[CH:22]=[CH:23][C:24]([C:27]([NH:29][CH2:30][CH2:31][C:32]([OH:34])=[O:33])=[O:28])=[N:25][CH:26]=2)[CH:5]=[CH:6][C:7]=1[C:41]1[CH:42]=[CH:43][C:38]([F:37])=[C:39]([C:47]([F:50])([F:49])[F:48])[CH:40]=1. The catalyst class is: 800. (2) Reactant: [CH3:1][N:2]1[C:6]2[CH:7]=[CH:8][C:9]([N:11]3[CH:16]=[C:15]([C:17]#[N:18])[C:14](=[O:19])[NH:13][C:12]3=[O:20])=[CH:10][C:5]=2[O:4][C:3]1=[O:21].[F:22][C:23]([F:35])([F:34])[C:24]1[CH:32]=[CH:31][CH:30]=[C:29]2[C:25]=1[CH2:26][CH2:27][C@@H:28]2O.C1(P(C2C=CC=CC=2)C2C=CC=CC=2)C=CC=CC=1.N(C(OC(C)C)=O)=NC(OC(C)C)=O.Cl. Product: [CH3:1][N:2]1[C:6]2[CH:7]=[CH:8][C:9]([N:11]3[CH:16]=[C:15]([C:17]#[N:18])[C:14](=[O:19])[N:13]([C@H:28]4[C:29]5[C:25](=[C:24]([C:23]([F:22])([F:34])[F:35])[CH:32]=[CH:31][CH:30]=5)[CH2:26][CH2:27]4)[C:12]3=[O:20])=[CH:10][C:5]=2[O:4][C:3]1=[O:21]. The catalyst class is: 118. (3) Reactant: [CH2:1]([N:8]1[C:13](=[O:14])[C:12]2[CH2:15][CH2:16][CH2:17][C:11]=2[N:10]=[C:9]1[CH:18]([NH:21][CH2:22][CH2:23][N:24]([CH3:26])[CH3:25])[CH2:19][CH3:20])[C:2]1[CH:7]=[CH:6][CH:5]=[CH:4][CH:3]=1.[Br:27][C:28]1[CH:36]=[CH:35][C:31]([C:32](Cl)=[O:33])=[CH:30][CH:29]=1. Product: [CH2:1]([N:8]1[C:13](=[O:14])[C:12]2[CH2:15][CH2:16][CH2:17][C:11]=2[N:10]=[C:9]1[CH:18]([N:21]([CH2:22][CH2:23][N:24]([CH3:26])[CH3:25])[C:32](=[O:33])[C:31]1[CH:35]=[CH:36][C:28]([Br:27])=[CH:29][CH:30]=1)[CH2:19][CH3:20])[C:2]1[CH:3]=[CH:4][CH:5]=[CH:6][CH:7]=1. The catalyst class is: 2.